From a dataset of Forward reaction prediction with 1.9M reactions from USPTO patents (1976-2016). Predict the product of the given reaction. Given the reactants [C:1]([OH:9])(=[O:8])[C:2]1[CH:7]=[CH:6][CH:5]=[CH:4][CH:3]=1.[CH2:10](O)[CH2:11][CH2:12][CH3:13].C1(C)C=CC=CC=1, predict the reaction product. The product is: [C:1]([O:9][CH2:10][CH2:11][CH2:12][CH3:13])(=[O:8])[C:2]1[CH:7]=[CH:6][CH:5]=[CH:4][CH:3]=1.